Dataset: Reaction yield outcomes from USPTO patents with 853,638 reactions. Task: Predict the reaction yield, written as a fraction of the theoretical maximum amount of product (1.0 means a 100% yield; for example, 0.34 means a 34% yield). (1) The reactants are [CH2:1]([O:8][C@H:9]([C@@H:15]1[C:19](=[O:20])[O:18][C:17]([CH3:22])([CH3:21])[O:16]1)[C:10](=[O:14])SCC)[C:2]1[CH:7]=[CH:6][CH:5]=[CH:4][CH:3]=1.C([SiH](CC)CC)C. The catalyst is C(Cl)Cl.[Pd]. The product is [CH2:1]([O:8][C@H:9]([C@@H:15]1[C:19](=[O:20])[O:18][C:17]([CH3:22])([CH3:21])[O:16]1)[CH:10]=[O:14])[C:2]1[CH:7]=[CH:6][CH:5]=[CH:4][CH:3]=1. The yield is 0.400. (2) The reactants are [F:1][CH:2]([F:10])[O:3][C:4]1[CH:8]=[C:7]([NH2:9])[NH:6][N:5]=1.[C:11](OCC)(=[O:16])[CH2:12][C:13]([CH3:15])=O. The catalyst is C(O)(=O)C. The product is [F:1][CH:2]([F:10])[O:3][C:4]1[CH:8]=[C:7]2[N:9]=[C:13]([CH3:15])[CH:12]=[C:11]([OH:16])[N:6]2[N:5]=1. The yield is 0.100. (3) The reactants are [O:1]=[C:2]1[CH2:11][CH2:10][C:9]2[C:4](=[CH:5][CH:6]=[C:7]([C:12]3[CH:17]=[CH:16][C:15]([C:18]([F:21])([F:20])[F:19])=[CH:14][CH:13]=3)[CH:8]=2)[N:3]1[C:22]([O:24][C:25]([CH3:28])([CH3:27])[CH3:26])=[O:23].C([N-][CH:33]([CH3:35])C)(C)C.[Li+].C([O:39][C:40](Cl)=[S:41])C.Cl. The catalyst is O1CCCC1.C(OCC)(=O)C.O. The product is [CH2:33]([S:41][C:40]([CH:11]1[CH2:10][C:9]2[C:4](=[CH:5][CH:6]=[C:7]([C:12]3[CH:13]=[CH:14][C:15]([C:18]([F:20])([F:19])[F:21])=[CH:16][CH:17]=3)[CH:8]=2)[N:3]([C:22]([O:24][C:25]([CH3:28])([CH3:27])[CH3:26])=[O:23])[C:2]1=[O:1])=[O:39])[CH3:35]. The yield is 0.730.